This data is from Forward reaction prediction with 1.9M reactions from USPTO patents (1976-2016). The task is: Predict the product of the given reaction. (1) Given the reactants Br[C:2]1[CH:9]=[CH:8][C:7]([F:10])=[CH:6][C:3]=1[C:4]#[N:5].[B:11]1([B:11]2[O:15][C:14]([CH3:17])([CH3:16])[C:13]([CH3:19])([CH3:18])[O:12]2)[O:15][C:14]([CH3:17])([CH3:16])[C:13]([CH3:19])([CH3:18])[O:12]1.C([O-])(=O)C.[K+], predict the reaction product. The product is: [F:10][C:7]1[CH:8]=[CH:9][C:2]([B:11]2[O:15][C:14]([CH3:17])([CH3:16])[C:13]([CH3:19])([CH3:18])[O:12]2)=[C:3]([CH:6]=1)[C:4]#[N:5]. (2) Given the reactants [Na].[C:2]([CH2:4][C:5](=O)[C:6]([O:8][CH2:9][CH3:10])=[O:7])#[N:3].FC(F)(F)C(O)=O.[F:19][C:20]1[CH:28]=[CH:27][CH:26]=[CH:25][C:21]=1[CH2:22][NH:23][NH2:24], predict the reaction product. The product is: [NH2:3][C:2]1[N:23]([CH2:22][C:21]2[CH:25]=[CH:26][CH:27]=[CH:28][C:20]=2[F:19])[N:24]=[C:5]([C:6]([O:8][CH2:9][CH3:10])=[O:7])[CH:4]=1.